The task is: Predict the reactants needed to synthesize the given product.. This data is from Full USPTO retrosynthesis dataset with 1.9M reactions from patents (1976-2016). Given the product [CH2:20]1[C:21]2[C:26](=[CH:25][CH:24]=[CH:23][CH:22]=2)[CH2:27][CH:19]1[NH:18][C:15]1[N:16]=[CH:17][C:12]2[CH2:11][N:10]([C:8]([C:4]3[CH:5]=[N:6][CH:7]=[C:2]([C:42]#[C:41][Si:38]([CH3:40])([CH3:39])[CH3:37])[CH:3]=3)=[O:9])[CH2:29][CH2:28][C:13]=2[N:14]=1, predict the reactants needed to synthesize it. The reactants are: Br[C:2]1[CH:3]=[C:4]([C:8]([N:10]2[CH2:29][CH2:28][C:13]3[N:14]=[C:15]([NH:18][CH:19]4[CH2:27][C:26]5[C:21](=[CH:22][CH:23]=[CH:24][CH:25]=5)[CH2:20]4)[N:16]=[CH:17][C:12]=3[CH2:11]2)=[O:9])[CH:5]=[N:6][CH:7]=1.C(N(CC)CC)C.[CH3:37][Si:38]([C:41]#[CH:42])([CH3:40])[CH3:39].CN(C)C=O.